The task is: Predict which catalyst facilitates the given reaction.. This data is from Catalyst prediction with 721,799 reactions and 888 catalyst types from USPTO. (1) Reactant: [CH:1]1([N:7]2[C:12](=[O:13])[C:11]([CH3:14])=[C:10]([OH:15])[C:9](C(O)=O)=[C:8]2[CH3:19])[CH2:6][CH2:5][CH2:4][CH2:3][CH2:2]1. Product: [CH:1]1([N:7]2[C:8]([CH3:19])=[CH:9][C:10]([OH:15])=[C:11]([CH3:14])[C:12]2=[O:13])[CH2:2][CH2:3][CH2:4][CH2:5][CH2:6]1. The catalyst class is: 126. (2) Reactant: C([N:8]1[CH2:13][CH:12]([CH2:14][C:15]2[CH:20]=[CH:19][CH:18]=[CH:17][CH:16]=2)[CH2:11][C@H:10]([NH:21][C:22](=[O:28])[O:23][C:24]([CH3:27])([CH3:26])[CH3:25])[CH2:9]1)C1C=CC=CC=1.[H][H]. Product: [CH2:14]([CH:12]1[CH2:13][NH:8][CH2:9][C@@H:10]([NH:21][C:22](=[O:28])[O:23][C:24]([CH3:26])([CH3:25])[CH3:27])[CH2:11]1)[C:15]1[CH:16]=[CH:17][CH:18]=[CH:19][CH:20]=1. The catalyst class is: 50. (3) Reactant: C(O[C:5]1[C:6](=[O:18])[C:7](=[O:17])[C:8]=1[C:9]1[CH:14]=[CH:13][C:12]([O:15][CH3:16])=[CH:11][CH:10]=1)(C)C.[F:19][C:20]([F:31])([F:30])[C:21]1[CH:22]=[C:23]([CH:27]=[CH:28][CH:29]=1)[CH2:24][CH2:25][NH2:26]. Product: [CH3:16][O:15][C:12]1[CH:11]=[CH:10][C:9]([C:8]2[C:7](=[O:17])[C:6](=[O:18])[C:5]=2[NH:26][CH2:25][CH2:24][C:23]2[CH:27]=[CH:28][CH:29]=[C:21]([C:20]([F:19])([F:30])[F:31])[CH:22]=2)=[CH:14][CH:13]=1. The catalyst class is: 8. (4) Product: [NH2:1][CH:2]1[CH2:6][N:5]([C:7]2[C:11]3[CH:12]=[N:13][C:14]([NH:21][C:22]4[CH:27]=[CH:26][N:25]=[C:24]([N:28]5[CH2:29][CH2:30][C:31]([OH:34])([CH3:35])[CH2:32][CH2:33]5)[N:23]=4)=[CH:15][C:10]=3[N:9]([CH:17]([CH3:19])[CH3:18])[N:8]=2)[C:4](=[O:20])[CH2:3]1. The catalyst class is: 12. Reactant: [NH2:1][CH:2]1[CH2:6][N:5]([C:7]2[C:11]3[CH:12]=[N:13][C:14](Cl)=[CH:15][C:10]=3[N:9]([CH:17]([CH3:19])[CH3:18])[N:8]=2)[C:4](=[O:20])[CH2:3]1.[NH2:21][C:22]1[CH:27]=[CH:26][N:25]=[C:24]([N:28]2[CH2:33][CH2:32][C:31]([CH3:35])([OH:34])[CH2:30][CH2:29]2)[N:23]=1.C1(P(C2CCCCC2)C2C(OC)=CC=C(OC)C=2C2C(C(C)C)=CC(C(C)C)=CC=2C(C)C)CCCCC1.C(=O)([O-])[O-].[Cs+].[Cs+]. (5) Reactant: [C:1]([O:5][C:6]([N:8]1[CH2:13][CH2:12][CH:11]([OH:14])[CH2:10][CH2:9]1)=[O:7])([CH3:4])([CH3:3])[CH3:2].[F:15][C:16]1[CH:21]=[CH:20][C:19](O)=[CH:18][CH:17]=1.C1(P(C2C=CC=CC=2)C2C=CC=CC=2)C=CC=CC=1. Product: [C:1]([O:5][C:6]([N:8]1[CH2:13][CH2:12][CH:11]([O:14][C:19]2[CH:20]=[CH:21][C:16]([F:15])=[CH:17][CH:18]=2)[CH2:10][CH2:9]1)=[O:7])([CH3:4])([CH3:2])[CH3:3]. The catalyst class is: 217. (6) Reactant: CC([N:5]([CH2:9][CH:10]([NH:17][C:18]([C:20]1[S:21][C:22]([C:25]2[N:29]([CH3:30])[N:28]=[CH:27][CH:26]=2)=[CH:23][CH:24]=1)=[O:19])[C:11]1[CH:16]=[CH:15][CH:14]=[CH:13][CH:12]=1)C(=O)[O-])(C)C.Cl.O1CCOCC1. Product: [NH2:5][CH2:9][CH:10]([NH:17][C:18]([C:20]1[S:21][C:22]([C:25]2[N:29]([CH3:30])[N:28]=[CH:27][CH:26]=2)=[CH:23][CH:24]=1)=[O:19])[C:11]1[CH:12]=[CH:13][CH:14]=[CH:15][CH:16]=1. The catalyst class is: 5. (7) Reactant: F[C:2]1[CH:7]=[CH:6][CH:5]=[C:4]([N+:8]([O-:10])=[O:9])[CH:3]=1.C(=O)([O-])[O-].[K+].[K+].[C:17]([N:24]1[CH2:29][CH2:28][NH:27][CH2:26][CH2:25]1)([O:19][C:20]([CH3:23])([CH3:22])[CH3:21])=[O:18]. Product: [C:20]([O:19][C:17]([N:24]1[CH2:29][CH2:28][N:27]([C:2]2[CH:7]=[CH:6][CH:5]=[C:4]([N+:8]([O-:10])=[O:9])[CH:3]=2)[CH2:26][CH2:25]1)=[O:18])([CH3:23])([CH3:21])[CH3:22]. The catalyst class is: 58. (8) Reactant: [CH3:1][C:2]([CH3:17])([O:4][C:5]([NH:7][N:8]1[CH2:13][CH2:12][CH:11]([C:14]([OH:16])=[O:15])[CH2:10][CH2:9]1)=[O:6])[CH3:3].C(=O)([O-])[O-].[Cs+].[Cs+].[CH2:24](Br)[C:25]1[CH:30]=[CH:29][CH:28]=[CH:27][CH:26]=1. Product: [CH2:24]([O:15][C:14]([CH:11]1[CH2:12][CH2:13][N:8]([NH:7][C:5]([O:4][C:2]([CH3:17])([CH3:1])[CH3:3])=[O:6])[CH2:9][CH2:10]1)=[O:16])[C:25]1[CH:30]=[CH:29][CH:28]=[CH:27][CH:26]=1. The catalyst class is: 24. (9) Reactant: [NH:1]1[CH2:6][CH2:5][CH2:4][C@@H:3]([NH:7][C:8](=[O:14])[O:9][C:10]([CH3:13])([CH3:12])[CH3:11])[CH2:2]1.[Cl:15][C:16]1[C:17](F)=[C:18]2[C:24]([NH2:25])=[CH:23][NH:22][C:19]2=[N:20][CH:21]=1.C(N(C(C)C)C(C)C)C. Product: [NH2:25][C:24]1[C:18]2[C:19](=[N:20][CH:21]=[C:16]([Cl:15])[C:17]=2[N:1]2[CH2:6][CH2:5][CH2:4][C@@H:3]([NH:7][C:8](=[O:14])[O:9][C:10]([CH3:11])([CH3:13])[CH3:12])[CH2:2]2)[NH:22][CH:23]=1. The catalyst class is: 37. (10) Reactant: [N:1]([CH2:4][C:5]1([NH:8][C:9](=[O:18])[O:10][CH2:11][C:12]2[CH:17]=[CH:16][CH:15]=[CH:14][CH:13]=2)[CH2:7][CH2:6]1)=[N+]=[N-].C1C=CC(P(C2C=CC=CC=2)C2C=CC=CC=2)=CC=1.[CH3:38][C:39]([O:42][C:43](O[C:43]([O:42][C:39]([CH3:41])([CH3:40])[CH3:38])=[O:44])=[O:44])([CH3:41])[CH3:40].CCN(CC)CC. Product: [CH2:11]([O:10][C:9](=[O:18])[NH:8][C:5]1([CH2:4][NH:1][C:43]([O:42][C:39]([CH3:41])([CH3:40])[CH3:38])=[O:44])[CH2:7][CH2:6]1)[C:12]1[CH:17]=[CH:16][CH:15]=[CH:14][CH:13]=1. The catalyst class is: 299.